Dataset: Full USPTO retrosynthesis dataset with 1.9M reactions from patents (1976-2016). Task: Predict the reactants needed to synthesize the given product. (1) Given the product [CH3:31][NH:32][C:33]([CH:13]1[CH2:12][N:11]([C:8]2[CH:7]=[CH:6][CH:5]=[CH:10][N:9]=2)[CH2:16][CH2:15][CH:14]1[O:17][Si:22]([C:18]([CH3:21])([CH3:20])[CH3:19])([CH3:25])[CH3:24])=[O:34], predict the reactants needed to synthesize it. The reactants are: CNC([C:5]1[CH:6]=[CH:7][C:8]([N:11]2[CH2:16][CH2:15][CH:14]([OH:17])[CH2:13][CH2:12]2)=[N:9][CH:10]=1)=O.[C:18]([Si:22]([CH3:25])([CH3:24])Cl)([CH3:21])([CH3:20])[CH3:19].N1C=CN=C1.[CH3:31][N:32](C)[CH:33]=[O:34]. (2) Given the product [Cl:1][C:2]1[N:7]=[C:6]([NH:12][C:11]2[CH:13]=[CH:14][CH:15]=[CH:16][C:10]=2[C:9]#[N:17])[CH:5]=[CH:4][N:3]=1, predict the reactants needed to synthesize it. The reactants are: [Cl:1][C:2]1[N:7]=[C:6](Cl)[CH:5]=[CH:4][N:3]=1.[C:9](#[N:17])[C:10]1[C:11](=[CH:13][CH:14]=[CH:15][CH:16]=1)[NH2:12].Cl. (3) Given the product [F:29][C:28]([F:31])([F:30])[S:25]([O:1][C:2]1[CH:3]=[CH:4][C:5]([CH2:9][CH2:10][C:11]([O:13][C:14]([CH3:17])([CH3:16])[CH3:15])=[O:12])=[N:6][C:7]=1[CH3:8])(=[O:27])=[O:26], predict the reactants needed to synthesize it. The reactants are: [OH:1][C:2]1[CH:3]=[CH:4][C:5]([CH2:9][CH2:10][C:11]([O:13][C:14]([CH3:17])([CH3:16])[CH3:15])=[O:12])=[N:6][C:7]=1[CH3:8].C1C=CC(N([S:25]([C:28]([F:31])([F:30])[F:29])(=[O:27])=[O:26])[S:25]([C:28]([F:31])([F:30])[F:29])(=[O:27])=[O:26])=CC=1.C(N(CC)C(C)C)(C)C. (4) The reactants are: O.[Cl:2][C:3]1[CH:8]=[CH:7][CH:6]=[CH:5][C:4]=1[CH:9]([N:13]1[CH2:18][CH2:17][C:16]2[S:19][CH:20]=[CH:21][C:15]=2[CH2:14]1)[C:10]([OH:12])=[O:11].[NH2:22][C@H:23]([CH2:35][OH:36])[C@@H:24]([C:26]1[CH:31]=[CH:30][C:29]([N+:32]([O-:34])=[O:33])=[CH:28][CH:27]=1)[OH:25].O. Given the product [NH2:22][C@H:23]([CH2:35][OH:36])[C@@H:24]([C:26]1[CH:27]=[CH:28][C:29]([N+:32]([O-:34])=[O:33])=[CH:30][CH:31]=1)[OH:25].[Cl:2][C:3]1[CH:8]=[CH:7][CH:6]=[CH:5][C:4]=1[C@H:9]([N:13]1[CH2:18][CH2:17][C:16]2[S:19][CH:20]=[CH:21][C:15]=2[CH2:14]1)[C:10]([OH:12])=[O:11], predict the reactants needed to synthesize it. (5) Given the product [CH3:1][O:2][C:3]1[CH:4]=[CH:5][C:6](/[CH:9]=[CH:10]/[C:11]([O:13][CH3:18])=[O:12])=[CH:7][CH:8]=1, predict the reactants needed to synthesize it. The reactants are: [CH3:1][O:2][C:3]1[CH:8]=[CH:7][C:6](/[CH:9]=[CH:10]/[C:11]([OH:13])=[O:12])=[CH:5][CH:4]=1.S(Cl)(Cl)=O.[CH3:18]O. (6) Given the product [Cl:1][C:2]1[C:3]([CH3:25])=[C:4]([CH:22]=[CH:23][CH:24]=1)[O:5][C:6]1[N:11]=[C:10]([O:12][C:13]2[C:18]([CH3:19])=[CH:17][C:16]([N:20]=[CH:30][N:31]([CH2:32][CH3:33])[CH3:34])=[C:15]([CH3:21])[CH:14]=2)[CH:9]=[CH:8][N:7]=1, predict the reactants needed to synthesize it. The reactants are: [Cl:1][C:2]1[C:3]([CH3:25])=[C:4]([CH:22]=[CH:23][CH:24]=1)[O:5][C:6]1[N:11]=[C:10]([O:12][C:13]2[C:18]([CH3:19])=[CH:17][C:16]([NH2:20])=[C:15]([CH3:21])[CH:14]=2)[CH:9]=[CH:8][N:7]=1.CO.CO[CH:30](OC)[N:31]([CH3:34])[CH2:32][CH3:33].